Dataset: Full USPTO retrosynthesis dataset with 1.9M reactions from patents (1976-2016). Task: Predict the reactants needed to synthesize the given product. (1) Given the product [NH2:8][C:7]1[C:2]([F:1])=[C:3]([NH:11][S:25]([CH2:24][CH2:23][CH2:22][F:21])(=[O:27])=[O:26])[CH:4]=[C:5]([F:10])[C:6]=1[F:9], predict the reactants needed to synthesize it. The reactants are: [F:1][C:2]1[C:7]([NH2:8])=[C:6]([F:9])[C:5]([F:10])=[CH:4][C:3]=1[NH2:11].ClCCl.N1C=CC=CC=1.[F:21][CH2:22][CH2:23][CH2:24][S:25](Cl)(=[O:27])=[O:26]. (2) The reactants are: [NH:1]1[CH2:6][CH2:5][O:4][CH:3]([C:7]2[NH:8][C:9]3[CH:14]=[CH:13][N:12]=[CH:11][C:10]=3[N:15]=2)[CH2:2]1.[Cl:16][C:17]1[CH:22]=[C:21](Cl)[N:20]=[C:19]([NH2:24])[N:18]=1.CCN(C(C)C)C(C)C. Given the product [Cl:16][C:17]1[CH:22]=[C:21]([N:1]2[CH2:6][CH2:5][O:4][CH:3]([C:7]3[NH:8][C:9]4[CH:14]=[CH:13][N:12]=[CH:11][C:10]=4[N:15]=3)[CH2:2]2)[N:20]=[C:19]([NH2:24])[N:18]=1, predict the reactants needed to synthesize it. (3) Given the product [S:1]([OH:5])([OH:4])(=[O:3])=[O:2].[F:6][C:7]1[CH:12]=[CH:11][C:10]([F:13])=[CH:9][C:8]=1[C@H:14]1[CH2:18][CH2:17][CH2:16][N:15]1[C:19]1[CH:24]=[CH:23][N:22]2[N:25]=[CH:26][C:27]([NH:28][C:29]([N:31]3[CH2:35][CH2:34][C@H:33]([OH:36])[CH2:32]3)=[O:30])=[C:21]2[N:20]=1, predict the reactants needed to synthesize it. The reactants are: [S:1](=[O:5])(=[O:4])([OH:3])[OH:2].[F:6][C:7]1[CH:12]=[CH:11][C:10]([F:13])=[CH:9][C:8]=1[C@H:14]1[CH2:18][CH2:17][CH2:16][N:15]1[C:19]1[CH:24]=[CH:23][N:22]2[N:25]=[CH:26][C:27]([NH:28][C:29]([N:31]3[CH2:35][CH2:34][C@H:33]([OH:36])[CH2:32]3)=[O:30])=[C:21]2[N:20]=1. (4) Given the product [CH3:18][O:19][NH:20][C:21]([NH:17][C:14]1[CH:15]=[CH:16][C:10]2[C:11]([N:13]=1)=[N:12][C:7]([C:1]1[CH:2]=[CH:3][CH:4]=[CH:5][CH:6]=1)=[CH:8][N:9]=2)=[O:22], predict the reactants needed to synthesize it. The reactants are: [C:1]1([C:7]2[N:12]=[C:11]3[N:13]=[C:14]([NH2:17])[CH:15]=[CH:16][C:10]3=[N:9][CH:8]=2)[CH:6]=[CH:5][CH:4]=[CH:3][CH:2]=1.[CH3:18][O:19][NH:20][C:21](=O)[O:22]C1C=CC([N+]([O-])=O)=CC=1. (5) Given the product [Cl:1][C:2]1[C:10]([Cl:11])=[CH:9][CH:8]=[CH:7][C:3]=1[C:4]([NH:29][C@@H:27]([CH3:28])[CH2:26][S:25][CH3:24])=[O:6], predict the reactants needed to synthesize it. The reactants are: [Cl:1][C:2]1[C:10]([Cl:11])=[CH:9][CH:8]=[CH:7][C:3]=1[C:4]([OH:6])=O.Cl.C(N=C=NCCCN(C)C)C.[CH3:24][S:25][CH2:26][C@@H:27]([NH2:29])[CH3:28]. (6) The reactants are: FC(F)(F)S(O[C:7]1[CH:11]=[C:10]([C:12]2[CH:17]=[CH:16][C:15]([Cl:18])=[CH:14][CH:13]=2)[N:9]([C:19]2[CH:24]=[CH:23][CH:22]=[CH:21][C:20]=2[O:25][CH3:26])[N:8]=1)(=O)=O.CC1(C)COB([C:36]2[C:37]([CH3:44])([CH3:43])[O:38][C:39]([CH3:42])([CH3:41])[CH:40]=2)OC1.C(=O)([O-])[O-].[Na+].[Na+]. Given the product [Cl:18][C:15]1[CH:16]=[CH:17][C:12]([C:10]2[N:9]([C:19]3[CH:24]=[CH:23][CH:22]=[CH:21][C:20]=3[O:25][CH3:26])[N:8]=[C:7]([C:36]3[C:37]([CH3:44])([CH3:43])[O:38][C:39]([CH3:42])([CH3:41])[CH:40]=3)[CH:11]=2)=[CH:13][CH:14]=1, predict the reactants needed to synthesize it. (7) Given the product [Si:16]([O:23][C:24]1[C:32]2[N:31]=[C:30]([CH:33]([F:34])[F:35])[N:29]([C:2]3[N:7]=[C:6]([Cl:8])[CH:5]=[C:4]([Cl:9])[N:3]=3)[C:28]=2[CH:27]=[CH:26][CH:25]=1)([C:19]([CH3:22])([CH3:20])[CH3:21])([CH3:18])[CH3:17], predict the reactants needed to synthesize it. The reactants are: Cl[C:2]1[N:7]=[C:6]([Cl:8])[CH:5]=[C:4]([Cl:9])[N:3]=1.C(=O)([O-])[O-].[K+].[K+].[Si:16]([O:23][C:24]1[C:32]2[NH:31][C:30]([CH:33]([F:35])[F:34])=[N:29][C:28]=2[CH:27]=[CH:26][CH:25]=1)([C:19]([CH3:22])([CH3:21])[CH3:20])([CH3:18])[CH3:17].O.